Dataset: Full USPTO retrosynthesis dataset with 1.9M reactions from patents (1976-2016). Task: Predict the reactants needed to synthesize the given product. Given the product [CH2:1]([O:8][C:9](=[O:24])[C@H:10]([NH:11][C:12]([O:14][C:15]([CH3:16])([CH3:17])[CH3:18])=[O:13])[CH2:19][CH2:20][C:21](=[O:23])[NH:43][C:41]1[CH:42]=[CH:37][CH:38]=[CH:39][C:40]=1[NH2:45])[C:2]1[CH:3]=[CH:4][CH:5]=[CH:6][CH:7]=1, predict the reactants needed to synthesize it. The reactants are: [CH2:1]([O:8][C:9](=[O:24])[C@@H:10]([CH2:19][CH2:20][C:21]([OH:23])=O)[NH:11][C:12]([O:14][C:15]([CH3:18])([CH3:17])[CH3:16])=[O:13])[C:2]1[CH:7]=[CH:6][CH:5]=[CH:4][CH:3]=1.CCN=C=NCCCN(C)C.Cl.[CH:37]1[CH:38]=[CH:39][C:40]2[N:45](O)N=[N:43][C:41]=2[CH:42]=1.C1(N)C=CC=CC=1N.